From a dataset of Human liver microsome stability data. Regression/Classification. Given a drug SMILES string, predict its absorption, distribution, metabolism, or excretion properties. Task type varies by dataset: regression for continuous measurements (e.g., permeability, clearance, half-life) or binary classification for categorical outcomes (e.g., BBB penetration, CYP inhibition). Dataset: hlm. (1) The result is 0 (unstable in human liver microsomes). The drug is CC(C)[C@H](NS(=O)(=O)c1ccc2c(c1)oc1cc(NC(=O)NCCc3cccs3)ccc12)C(=O)O. (2) The molecule is Cc1ccc2c(-c3cccc4cccnc34)c([C@H](OC(C)(C)C)C(=O)O)c(C)nc2c1. The result is 0 (unstable in human liver microsomes). (3) The molecule is CC(=O)O[C@H]1C[C@H]2[C@@H]([C@H](OC(C)=O)C[C@@H]3CC4(CC[C@@]32C)OOC2(CCCCC2)OO4)[C@@H]2CC[C@H]([C@H](C)CCCNCCN(C)C)[C@@]12C. The result is 0 (unstable in human liver microsomes). (4) The drug is Cc1ccc(NC(=O)c2ccc3c(c2)N(C2CC2)C(C)C(=O)N3C)c(C)c1. The result is 1 (stable in human liver microsomes). (5) The drug is Cc1cc(Nc2cccc(F)c2)n2ncnc2n1. The result is 0 (unstable in human liver microsomes).